From a dataset of Catalyst prediction with 721,799 reactions and 888 catalyst types from USPTO. Predict which catalyst facilitates the given reaction. (1) Reactant: [C:1]([O:5][C:6]([NH:8][CH2:9][CH2:10][CH2:11][C@H:12]([NH:17][C:18]([C:20]1[C:21](=[O:35])[N:22]([CH2:26][C:27]2[CH:32]=[C:31]([Cl:33])[CH:30]=[C:29]([Cl:34])[CH:28]=2)[CH:23]=[CH:24][CH:25]=1)=[O:19])[C:13]([O:15]C)=[O:14])=[O:7])([CH3:4])([CH3:3])[CH3:2].C1COCC1.[OH-].[Na+]. Product: [C:1]([O:5][C:6]([NH:8][CH2:9][CH2:10][CH2:11][C@H:12]([NH:17][C:18]([C:20]1[C:21](=[O:35])[N:22]([CH2:26][C:27]2[CH:32]=[C:31]([Cl:33])[CH:30]=[C:29]([Cl:34])[CH:28]=2)[CH:23]=[CH:24][CH:25]=1)=[O:19])[C:13]([OH:15])=[O:14])=[O:7])([CH3:4])([CH3:2])[CH3:3]. The catalyst class is: 5. (2) Reactant: O1CCCC1.[CH3:6][C:7]([CH3:13])([CH:11]=[CH2:12])[CH2:8][CH2:9][OH:10].C(N(CC)CC)C.[CH3:21][S:22](Cl)(=[O:24])=[O:23]. Product: [CH3:6][C:7]([CH3:13])([CH:11]=[CH2:12])[CH2:8][CH2:9][O:10][S:22]([CH3:21])(=[O:24])=[O:23]. The catalyst class is: 6. (3) Reactant: C[C:2]1(C)[CH2:7][CH2:6][C:5]([C:8]2[C:13]([N+]([O-])=O)=[CH:12][CH:11]=[CH:10][N:9]=2)=[CH:4][CH2:3]1.C([O-])([O-])=O.[Na+].[Na+]. Product: [NH2:9][C:8]1[CH:5]=[CH:4][C:12]([CH2:11][C:10]#[N:9])=[CH:13][C:8]=1[C:5]1[CH2:6][CH2:7][CH2:2][CH2:3][CH:4]=1. The catalyst class is: 73. (4) Reactant: P(Cl)(Cl)([Cl:3])=O.[Cl:6][C:7]1[C:12](=O)[NH:11][C:10]([CH:14]2[CH2:16][CH2:15]2)=[N:9][C:8]=1[C:17]([OH:19])=[O:18].O. Product: [Cl:6][C:7]1[C:8]([C:17]([OH:19])=[O:18])=[N:9][C:10]([CH:14]2[CH2:16][CH2:15]2)=[N:11][C:12]=1[Cl:3]. The catalyst class is: 107.